From a dataset of NCI-60 drug combinations with 297,098 pairs across 59 cell lines. Regression. Given two drug SMILES strings and cell line genomic features, predict the synergy score measuring deviation from expected non-interaction effect. (1) Drug 1: C1=CN(C(=O)N=C1N)C2C(C(C(O2)CO)O)O.Cl. Drug 2: C1CN(CCN1C(=O)CCBr)C(=O)CCBr. Cell line: CCRF-CEM. Synergy scores: CSS=83.9, Synergy_ZIP=0.363, Synergy_Bliss=0.110, Synergy_Loewe=0.530, Synergy_HSA=2.22. (2) Drug 1: CN(C(=O)NC(C=O)C(C(C(CO)O)O)O)N=O. Drug 2: CC12CCC3C(C1CCC2OP(=O)(O)O)CCC4=C3C=CC(=C4)OC(=O)N(CCCl)CCCl.[Na+]. Cell line: ACHN. Synergy scores: CSS=6.96, Synergy_ZIP=-0.953, Synergy_Bliss=3.78, Synergy_Loewe=-2.09, Synergy_HSA=-0.188.